This data is from Forward reaction prediction with 1.9M reactions from USPTO patents (1976-2016). The task is: Predict the product of the given reaction. (1) The product is: [CH3:1][N:2]([CH2:4][C:5]1[CH:6]=[CH:7][C:8]([CH:11]2[NH:12][C:13]3[C:18]4[C:19](=[N:34][NH:35][C:28](=[O:30])[C:17]=4[CH:16]=[CH:15][CH:14]=3)[CH:20]2[C:21]2[N:25]([CH3:26])[N:24]=[CH:23][N:22]=2)=[CH:9][CH:10]=1)[CH3:3]. Given the reactants [CH3:1][N:2]([CH2:4][C:5]1[CH:10]=[CH:9][C:8]([CH:11]2[CH:20]([C:21]3[N:25]([CH3:26])[N:24]=[CH:23][N:22]=3)[C:19](=O)[C:18]3[C:17]([C:28]([O:30]CC)=O)=[CH:16][CH:15]=[CH:14][C:13]=3[NH:12]2)=[CH:7][CH:6]=1)[CH3:3].O.[NH2:34][NH2:35], predict the reaction product. (2) The product is: [CH3:1][O:2][N:3]=[CH:13][C:12]1[CH:15]=[CH:16][C:17]([N:19]2[CH2:23][CH2:22][N:21]([C:24]3[CH:25]=[N:26][CH:27]=[CH:28][C:29]=3[CH3:30])[C:20]2=[O:31])=[CH:18][C:11]=1[F:10]. Given the reactants [CH3:1][O:2][NH2:3].C([O-])([O-])=O.[K+].[K+].[F:10][C:11]1[CH:18]=[C:17]([N:19]2[CH2:23][CH2:22][N:21]([C:24]3[CH:25]=[N:26][CH:27]=[CH:28][C:29]=3[CH3:30])[C:20]2=[O:31])[CH:16]=[CH:15][C:12]=1[CH:13]=O.CO, predict the reaction product. (3) Given the reactants [OH:1][C:2]1[CH:3]=[C:4]2[C:9](=[CH:10][CH:11]=1)[C:8](=O)[CH:7]([C:13]1[CH:18]=[CH:17][CH:16]=[CH:15][CH:14]=1)[CH2:6][CH2:5]2.C([SiH](CC)CC)C, predict the reaction product. The product is: [C:13]1([CH:7]2[CH2:6][CH2:5][C:4]3[CH:3]=[C:2]([OH:1])[CH:11]=[CH:10][C:9]=3[CH2:8]2)[CH:18]=[CH:17][CH:16]=[CH:15][CH:14]=1. (4) Given the reactants [B:1]([OH:4])([OH:3])[OH:2].[CH2:5]([O:9][CH2:10][CH2:11][O:12][CH2:13][CH2:14][O:15][CH2:16][CH2:17]O)[CH2:6][CH2:7][CH3:8].[CH2:19]([N:23]([CH2:27][CH2:28][CH2:29][CH3:30])[CH2:24][CH2:25][OH:26])[CH2:20][CH2:21][CH3:22], predict the reaction product. The product is: [CH2:19]([N:23]([CH2:27][CH2:28][CH2:29][CH3:30])[CH2:24][CH2:25][OH:26])[CH2:20][CH2:21][CH3:22].[B:1]([O-:4])([O-:3])[O:2][CH2:17][CH2:16][O:15][CH2:14][CH2:13][O:12][CH2:11][CH2:10][O:9][CH2:5][CH2:6][CH2:7][CH3:8]. (5) Given the reactants [CH3:1][N:2]([CH3:22])[C:3]1[C:8](=[O:9])[NH:7][C:6](=[O:10])[NH:5][C:4]=1[C:11]([C:13]1[CH:14]=[C:15]([CH:18]=[C:19]([CH3:21])[CH:20]=1)[C:16]#[N:17])=[O:12].[F:23][C:24]1[CH:29]=[C:28]([CH2:30]OS(C)(=O)=O)[CH:27]=[C:26]([NH:36][CH2:37][C:38]2[CH:43]=[CH:42][C:41]([O:44][CH3:45])=[CH:40][CH:39]=2)[N:25]=1.[I-].[Li+].C(=O)([O-])[O-].[K+].[K+], predict the reaction product. The product is: [CH3:1][N:2]([CH3:22])[C:3]1[C:8](=[O:9])[NH:7][C:6](=[O:10])[N:5]([CH2:30][C:28]2[CH:27]=[C:26]([NH:36][CH2:37][C:38]3[CH:43]=[CH:42][C:41]([O:44][CH3:45])=[CH:40][CH:39]=3)[N:25]=[C:24]([F:23])[CH:29]=2)[C:4]=1[C:11]([C:13]1[CH:14]=[C:15]([CH:18]=[C:19]([CH3:21])[CH:20]=1)[C:16]#[N:17])=[O:12]. (6) Given the reactants [Cl:1][C:2]1[CH:3]=[C:4]2[C:10]([C:11]3[N:16]=[C:15]([NH:17][C@H:18]4[CH2:23][CH2:22][CH2:21][NH:20][CH2:19]4)[C:14]([F:24])=[CH:13][N:12]=3)=[CH:9][N:8]([S:25]([C:28]3[CH:33]=[CH:32][C:31]([CH3:34])=[CH:30][CH:29]=3)(=[O:27])=[O:26])[C:5]2=[N:6][CH:7]=1.ClC(Cl)(Cl)S(O[CH2:41][C:42]([F:45])([F:44])[F:43])(=O)=O.CCN(C(C)C)C(C)C, predict the reaction product. The product is: [Cl:1][C:2]1[CH:3]=[C:4]2[C:10]([C:11]3[N:16]=[C:15]([NH:17][C@H:18]4[CH2:23][CH2:22][CH2:21][N:20]([CH2:41][C:42]([F:45])([F:44])[F:43])[CH2:19]4)[C:14]([F:24])=[CH:13][N:12]=3)=[CH:9][N:8]([S:25]([C:28]3[CH:33]=[CH:32][C:31]([CH3:34])=[CH:30][CH:29]=3)(=[O:27])=[O:26])[C:5]2=[N:6][CH:7]=1. (7) The product is: [ClH:10].[C:1]1([CH2:7][C:8](=[NH:9])[O:13][CH2:11][CH3:12])[CH:6]=[CH:5][CH:4]=[CH:3][CH:2]=1. Given the reactants [C:1]1([CH2:7][C:8]#[N:9])[CH:6]=[CH:5][CH:4]=[CH:3][CH:2]=1.[ClH:10].[CH2:11]([OH:13])[CH3:12], predict the reaction product. (8) The product is: [NH2:2][CH2:1][CH2:3][NH:4][CH2:8][CH2:7][NH:6][CH2:9][CH2:10][NH2:11]. Given the reactants [C:1]([CH2:3][N:4]1[CH2:8][CH2:7][N:6]([CH2:9][C:10]#[N:11])C1C1C=CC=CC=1)#[N:2].C(N)C, predict the reaction product.